Dataset: Reaction yield outcomes from USPTO patents with 853,638 reactions. Task: Predict the reaction yield, written as a fraction of the theoretical maximum amount of product (1.0 means a 100% yield; for example, 0.34 means a 34% yield). (1) The reactants are C(Cl)(Cl)Cl.[OH:5][C:6]1[CH:13]=[CH:12][C:9]([CH:10]=[O:11])=[CH:8][CH:7]=1.[Br:14]Br. The catalyst is O. The product is [Br:14][C:7]1[CH:8]=[C:9]([CH:12]=[CH:13][C:6]=1[OH:5])[CH:10]=[O:11]. The yield is 1.00. (2) The reactants are [NH:1]1[CH2:6][CH2:5][NH:4][CH2:3][CH2:2]1.CS[C:9]1[N:10]=[N:11][CH:12]=[CH:13][N:14]=1.C(N(CC)CC)C.C(OCC)(=O)C. The product is [N:1]1([C:9]2[N:10]=[N:11][CH:12]=[CH:13][N:14]=2)[CH2:6][CH2:5][NH:4][CH2:3][CH2:2]1. The catalyst is C(O)CCC. The yield is 0.690. (3) The reactants are [Cl:1][C:2]1[C:3]2[CH:16]=[CH:15][CH:14]=[CH:13][C:4]=2[S:5][C:6]=1[CH2:7][CH2:8][CH:9]([OH:12])[C:10]#[CH:11].[CH3:17][C:18]([Si:21](Cl)([CH3:23])[CH3:22])([CH3:20])[CH3:19].C(N(CC)CC)C.C(=O)(O)[O-].[Na+]. The catalyst is ClCCl.CN(C1C=CN=CC=1)C. The product is [C:18]([Si:21]([O:12][CH:9]([CH2:8][CH2:7][C:6]1[S:5][C:4]2[CH:13]=[CH:14][CH:15]=[CH:16][C:3]=2[C:2]=1[Cl:1])[C:10]#[CH:11])([CH3:23])[CH3:22])([CH3:20])([CH3:19])[CH3:17]. The yield is 0.730. (4) The reactants are C[N:2]([C:4](/[C:6](/[Br:14])=[CH:7]/[CH:8]1[CH2:13][CH2:12][CH2:11][CH2:10][CH2:9]1)=O)[CH3:3].[CH2:15]([O:17][C:18]([C:20]1[C:21](N)=[N:22][NH:23]C=1)=[O:19])[CH3:16].Br. The catalyst is C(O)C.C(O)(=O)C. The product is [CH2:15]([O:17][C:18]([C:20]1[CH:21]=[N:22][N:23]2[C:7]([CH:8]3[CH2:9][CH2:10][CH2:11][CH2:12][CH2:13]3)=[C:6]([Br:14])[CH:4]=[N:2][C:3]=12)=[O:19])[CH3:16]. The yield is 0.270. (5) The reactants are [NH2:1][CH2:2][C:3]([F:25])([F:24])[CH2:4][N:5]1[C:13]2[C:8](=[CH:9][CH:10]=[C:11]([C:14]([O:16][CH2:17][CH3:18])=[O:15])[CH:12]=2)[CH:7]=[C:6]1[C:19](OCC)=[O:20].C(N(CC)CC)C.C([O-])([O-])=O.[K+].[K+]. The catalyst is C(O)C. The product is [F:24][C:3]1([F:25])[CH2:4][N:5]2[C:13]3[CH:12]=[C:11]([C:14]([O:16][CH2:17][CH3:18])=[O:15])[CH:10]=[CH:9][C:8]=3[CH:7]=[C:6]2[C:19](=[O:20])[NH:1][CH2:2]1. The yield is 0.700. (6) The reactants are CO[C:3]([C@@H:5]1[CH2:10][CH2:9][CH2:8][CH2:7][C@@H:6]1[N:11]([CH2:32][C:33]1[CH:38]=[CH:37][C:36]([F:39])=[CH:35][CH:34]=1)[C:12](=[O:31])[CH2:13][C:14]1[NH:19][C:18]2[CH:20]=[CH:21][C:22]([NH:24][S:25]([CH3:28])(=[O:27])=[O:26])=[CH:23][C:17]=2[S:16](=[O:30])(=[O:29])[N:15]=1)=[O:4].[O-]CC.[Na+].Cl. The catalyst is C(O)C. The product is [F:39][C:36]1[CH:35]=[CH:34][C:33]([CH2:32][N:11]2[C@@H:6]3[C@@H:5]([CH2:10][CH2:9][CH2:8][CH2:7]3)[C:3]([OH:4])=[C:13]([C:14]3[NH:19][C:18]4[CH:20]=[CH:21][C:22]([NH:24][S:25]([CH3:28])(=[O:26])=[O:27])=[CH:23][C:17]=4[S:16](=[O:30])(=[O:29])[N:15]=3)[C:12]2=[O:31])=[CH:38][CH:37]=1. The yield is 0.300. (7) The reactants are [CH3:1][O:2][C:3]1[CH:4]=[C:5]2[C:10](=[CH:11][C:12]=1[O:13][CH3:14])[N:9]=[CH:8][CH:7]=[C:6]2[O:15][C:16]1[CH:22]=[CH:21][C:19]([NH2:20])=[CH:18][CH:17]=1.C(N(CC)CC)C.ClC(Cl)(O[C:34](=[O:40])OC(Cl)(Cl)Cl)Cl.[CH2:42]([N:44]([C:48]1[CH:53]=[CH:52][CH:51]=[C:50]([CH3:54])[CH:49]=1)[CH2:45][CH2:46][NH2:47])[CH3:43]. The catalyst is C(Cl)(Cl)Cl.O. The product is [CH3:1][O:2][C:3]1[CH:4]=[C:5]2[C:10](=[CH:11][C:12]=1[O:13][CH3:14])[N:9]=[CH:8][CH:7]=[C:6]2[O:15][C:16]1[CH:22]=[CH:21][C:19]([NH:20][C:34]([NH:47][CH2:46][CH2:45][N:44]([CH2:42][CH3:43])[C:48]2[CH:53]=[CH:52][CH:51]=[C:50]([CH3:54])[CH:49]=2)=[O:40])=[CH:18][CH:17]=1. The yield is 0.820. (8) The reactants are [CH2:1]([C:3]1[N:13]([CH2:14][C:15]2[CH:28]=[CH:27][C:18]([CH:19](O)[C:20]3[CH:25]=[CH:24][CH:23]=[CH:22][CH:21]=3)=[CH:17][CH:16]=2)[C:6]2=[N:7][C:8]([CH3:12])=[CH:9][C:10]([CH3:11])=[C:5]2[N:4]=1)[CH3:2].C1(P([N:43]=[N+:44]=[N-:45])(C2C=CC=CC=2)=O)C=CC=CC=1.C1CCN2C(=NCCC2)CC1. The catalyst is C1(C)C=CC=CC=1. The product is [CH2:1]([C:3]1[N:13]([CH2:14][C:15]2[CH:28]=[CH:27][C:18]([CH:19]([N:43]=[N+:44]=[N-:45])[C:20]3[CH:25]=[CH:24][CH:23]=[CH:22][CH:21]=3)=[CH:17][CH:16]=2)[C:6]2=[N:7][C:8]([CH3:12])=[CH:9][C:10]([CH3:11])=[C:5]2[N:4]=1)[CH3:2]. The yield is 0.920. (9) The reactants are [C:1]([C:5]1[CH:10]=[CH:9][C:8]([NH:11][C:12]([NH:14][CH2:15][CH2:16][CH2:17][N:18]([CH2:20][C@@H:21]2[C@@H:25]([OH:26])[C@@H:24]([OH:27])[C@H:23]([N:28]3[C:32]4[N:33]=[CH:34][N:35]=[C:36]([NH:37][CH2:38][C:39]5[CH:44]=[CH:43][C:42]([O:45][CH3:46])=[CH:41][C:40]=5[O:47][CH3:48])[C:31]=4[CH:30]=[CH:29]3)[O:22]2)[CH3:19])=[O:13])=[CH:7][CH:6]=1)([CH3:4])([CH3:3])[CH3:2].[ClH:49].O. The catalyst is CO. The product is [ClH:49].[C:1]([C:5]1[CH:10]=[CH:9][C:8]([NH:11][C:12]([NH:14][CH2:15][CH2:16][CH2:17][N:18]([CH2:20][C@@H:21]2[C@@H:25]([OH:26])[C@@H:24]([OH:27])[C@H:23]([N:28]3[C:32]4[N:33]=[CH:34][N:35]=[C:36]([NH:37][CH2:38][C:39]5[CH:44]=[CH:43][C:42]([O:45][CH3:46])=[CH:41][C:40]=5[O:47][CH3:48])[C:31]=4[CH:30]=[CH:29]3)[O:22]2)[CH3:19])=[O:13])=[CH:7][CH:6]=1)([CH3:4])([CH3:2])[CH3:3]. The yield is 0.930. (10) No catalyst specified. The product is [F:26][C:27]1[CH:28]=[C:29]([CH2:34][C:35]([NH:1][C:2]2[CH:3]=[C:4]([C:8]3[C:16]4[C:11](=[CH:12][CH:13]=[C:14]([C:17]([NH2:19])=[O:18])[CH:15]=4)[NH:10][N:9]=3)[CH:5]=[CH:6][CH:7]=2)=[O:36])[CH:30]=[CH:31][C:32]=1[F:33]. The yield is 0.100. The reactants are [NH2:1][C:2]1[CH:3]=[C:4]([C:8]2[C:16]3[C:11](=[CH:12][CH:13]=[C:14]([C:17]([NH2:19])=[O:18])[CH:15]=3)[N:10](C3CCCCO3)[N:9]=2)[CH:5]=[CH:6][CH:7]=1.[F:26][C:27]1[CH:28]=[C:29]([CH2:34][C:35](O)=[O:36])[CH:30]=[CH:31][C:32]=1[F:33].CCN=C=NCCCN(C)C.